This data is from Reaction yield outcomes from USPTO patents with 853,638 reactions. The task is: Predict the reaction yield, written as a fraction of the theoretical maximum amount of product (1.0 means a 100% yield; for example, 0.34 means a 34% yield). The product is [F:1][C:2]1[C:23]([F:24])=[CH:22][C:5]2[N:6]([CH2:9][C:10]3[CH:21]=[CH:20][C:13]4[N:14]=[C:15]([NH:25][C@@H:26]5[CH2:31][CH2:30][CH2:29][CH2:28][C@H:27]5[OH:32])[S:16][C:12]=4[CH:11]=3)[CH:7]=[N:8][C:4]=2[CH:3]=1. The catalyst is CCOC(C)=O. The reactants are [F:1][C:2]1[C:23]([F:24])=[CH:22][C:5]2[N:6]([CH2:9][C:10]3[CH:21]=[CH:20][C:13]4[N:14]=[C:15](S(C)=O)[S:16][C:12]=4[CH:11]=3)[CH:7]=[N:8][C:4]=2[CH:3]=1.[NH2:25][C@@H:26]1[CH2:31][CH2:30][CH2:29][CH2:28][C@H:27]1[OH:32].CCN(C(C)C)C(C)C.CN1C(=O)CCC1. The yield is 0.300.